This data is from Reaction yield outcomes from USPTO patents with 853,638 reactions. The task is: Predict the reaction yield, written as a fraction of the theoretical maximum amount of product (1.0 means a 100% yield; for example, 0.34 means a 34% yield). (1) The yield is 0.920. The product is [CH:1]1([CH:7]([NH:19][C:20]2[CH:25]=[CH:24][C:23]([C:26]([N:28]([CH3:36])[CH2:29][CH2:30][C:31]([OH:33])=[O:32])=[O:27])=[CH:22][CH:21]=2)[C:8]2[O:9][C:10]3[CH:17]=[CH:16][C:15]([CH3:18])=[CH:14][C:11]=3[C:12]=2[CH3:13])[CH2:6][CH2:5][CH2:4][CH2:3][CH2:2]1. The reactants are [CH:1]1([CH:7]([NH:19][C:20]2[CH:25]=[CH:24][C:23]([C:26]([N:28]([CH3:36])[CH2:29][CH2:30][C:31]([O:33]CC)=[O:32])=[O:27])=[CH:22][CH:21]=2)[C:8]2[O:9][C:10]3[CH:17]=[CH:16][C:15]([CH3:18])=[CH:14][C:11]=3[C:12]=2[CH3:13])[CH2:6][CH2:5][CH2:4][CH2:3][CH2:2]1.O1CCCC1.[OH-].[Na+]. The catalyst is C(O)C. (2) The reactants are Cl[C:2]1[N:7]=[C:6]([Cl:8])[N:5]=[C:4]([NH:9][C:10]2[CH:15]=[CH:14][C:13]([O:16][C:17]([F:20])([F:19])[F:18])=[CH:12][CH:11]=2)[N:3]=1.[NH:21]1[CH2:26][CH2:25][O:24][CH2:23][CH2:22]1. The catalyst is O1CCOCC1.O. The product is [Cl:8][C:6]1[N:7]=[C:2]([N:21]2[CH2:26][CH2:25][O:24][CH2:23][CH2:22]2)[N:3]=[C:4]([NH:9][C:10]2[CH:15]=[CH:14][C:13]([O:16][C:17]([F:20])([F:19])[F:18])=[CH:12][CH:11]=2)[N:5]=1. The yield is 0.980.